From a dataset of Catalyst prediction with 721,799 reactions and 888 catalyst types from USPTO. Predict which catalyst facilitates the given reaction. (1) Reactant: C(OC([N:8]1[CH2:30][CH2:29][C:11]2[N:12]=[C:13]([NH:16][C:17]3[CH:22]=[C:21]([O:23][CH3:24])[C:20]([O:25][CH3:26])=[C:19]([O:27][CH3:28])[CH:18]=3)[N:14]=[CH:15][C:10]=2[CH2:9]1)=O)(C)(C)C. Product: [CH3:28][O:27][C:19]1[CH:18]=[C:17]([NH:16][C:13]2[N:14]=[CH:15][C:10]3[CH2:9][NH:8][CH2:30][CH2:29][C:11]=3[N:12]=2)[CH:22]=[C:21]([O:23][CH3:24])[C:20]=1[O:25][CH3:26]. The catalyst class is: 89. (2) Reactant: [F:1][C:2]([F:21])([F:20])[C:3]([F:19])([C:15]([F:18])([F:17])[F:16])[CH2:4][CH:5]([C:11]([F:14])([F:13])[F:12])[CH2:6][CH2:7][CH2:8][CH2:9]I.C(O)C.[S-:25][C:26]#[N:27].[K+]. Product: [F:1][C:2]([F:21])([F:20])[C:3]([F:19])([C:15]([F:18])([F:17])[F:16])[CH2:4][CH:5]([C:11]([F:14])([F:13])[F:12])[CH2:6][CH2:7][CH2:8][CH2:9][S:25][C:26]#[N:27]. The catalyst class is: 15. (3) Reactant: [C:1]([C:3]1[CH:8]=[CH:7][C:6]([NH:9][C:10](=[O:29])[C:11]2[CH:16]=[CH:15][C:14]([CH3:17])=[C:13]([C:18]#[C:19][C:20]3[N:24]4[N:25]=[CH:26][CH:27]=[CH:28][C:23]4=[N:22][CH:21]=3)[CH:12]=2)=[CH:5][C:4]=1[C:30]([F:33])([F:32])[F:31])#[N:2]. Product: [NH2:2][CH2:1][C:3]1[CH:8]=[CH:7][C:6]([NH:9][C:10](=[O:29])[C:11]2[CH:16]=[CH:15][C:14]([CH3:17])=[C:13]([C:18]#[C:19][C:20]3[N:24]4[N:25]=[CH:26][CH:27]=[CH:28][C:23]4=[N:22][CH:21]=3)[CH:12]=2)=[CH:5][C:4]=1[C:30]([F:31])([F:33])[F:32]. The catalyst class is: 1. (4) Reactant: CS(O[C@@H:6]1[CH2:11][N:10]([C:12]([O:14][C:15]([CH3:18])([CH3:17])[CH3:16])=[O:13])[C@H:9]([C:19]([O:21][CH3:22])=[O:20])[CH2:8][CH2:7]1)(=O)=O.[N-:23]=[N+:24]=[N-:25].[Na+]. Product: [N:23]([C@H:6]1[CH2:11][N:10]([C:12]([O:14][C:15]([CH3:18])([CH3:17])[CH3:16])=[O:13])[C@H:9]([C:19]([O:21][CH3:22])=[O:20])[CH2:8][CH2:7]1)=[N+:24]=[N-:25]. The catalyst class is: 42. (5) The catalyst class is: 3. Reactant: Cl.[N+:2]([C:5]1[CH:10]=[CH:9][C:8]([C:11]2[S:15][C:14]([CH:16]3[CH2:21][CH2:20][NH:19][CH2:18][CH2:17]3)=[N:13][CH:12]=2)=[CH:7][CH:6]=1)([O-:4])=[O:3].Br[CH:23]([CH3:31])[C:24]([O:26][C:27]([CH3:30])([CH3:29])[CH3:28])=[O:25].C(=O)([O-])[O-].[K+].[K+].O. Product: [N+:2]([C:5]1[CH:6]=[CH:7][C:8]([C:11]2[S:15][C:14]([CH:16]3[CH2:21][CH2:20][N:19]([CH:23]([CH3:31])[C:24]([O:26][C:27]([CH3:30])([CH3:29])[CH3:28])=[O:25])[CH2:18][CH2:17]3)=[N:13][CH:12]=2)=[CH:9][CH:10]=1)([O-:4])=[O:3].